From a dataset of hERG potassium channel inhibition data for cardiac toxicity prediction from Karim et al.. Regression/Classification. Given a drug SMILES string, predict its toxicity properties. Task type varies by dataset: regression for continuous values (e.g., LD50, hERG inhibition percentage) or binary classification for toxic/non-toxic outcomes (e.g., AMES mutagenicity, cardiotoxicity, hepatotoxicity). Dataset: herg_karim. (1) The drug is COc1ccc(C(=O)NC2(c3ccccc3)CCN(c3cc(N)ccn3)CC2)cc1Cl. The result is 1 (blocker). (2) The drug is c1ccc(Nc2nc3c(s2)CCCc2n[nH]cc2-3)nc1. The result is 0 (non-blocker). (3) The compound is CC(C)(C)Oc1ccc([C@]2(O)CC[C@H](N3CC(NC(=O)CNC(=O)c4cccc(C(F)(F)F)c4)C3)CC2)cn1. The result is 1 (blocker). (4) The result is 1 (blocker). The drug is COc1ccc2ncc(CO)c(CCC34CCC(NCc5ccc6c(n5)NC(=O)CO6)(CC3)CO4)c2n1.